This data is from Full USPTO retrosynthesis dataset with 1.9M reactions from patents (1976-2016). The task is: Predict the reactants needed to synthesize the given product. (1) Given the product [N:21]([C@@:13]1([CH2:24][OH:25])[C@H:14]2[O:18][C:17]([CH3:20])([CH3:19])[O:16][C@H:15]2[C@H:11]([N:6]2[CH:5]=[N:4][C:3]3[C:7]2=[N:8][CH:9]=[N:10][C:2]=3[NH:1][C:31](=[O:32])[C:33]2[CH:38]=[CH:37][CH:36]=[CH:35][CH:34]=2)[O:12]1)=[N+:22]=[N-:23], predict the reactants needed to synthesize it. The reactants are: [NH2:1][C:2]1[N:10]=[CH:9][N:8]=[C:7]2[C:3]=1[N:4]=[CH:5][N:6]2[C@H:11]1[C@@H:15]2[O:16][C:17]([CH3:20])([CH3:19])[O:18][C@@H:14]2[C@:13]([CH2:24][OH:25])([N:21]=[N+:22]=[N-:23])[O:12]1.C[Si](Cl)(C)C.[C:31](Cl)([C:33]1[CH:38]=[CH:37][CH:36]=[CH:35][CH:34]=1)=[O:32].CO. (2) The reactants are: [NH2:1][C:2]1[C:3]([CH3:24])=[C:4]([CH:20]=[C:21]([Cl:23])[CH:22]=1)[CH2:5][N:6]1[CH2:11][CH2:10][N:9]([C:12]([CH:14]2[CH2:18][CH2:17][CH2:16][CH2:15]2)=[O:13])[C@@H:8]([CH3:19])[CH2:7]1.C([O-])([O-])=O.[K+].[K+].Cl.[CH3:32][C:33]1[CH:41]=[CH:40][C:36]([C:37](Cl)=[O:38])=[CH:35][N:34]=1. Given the product [Cl:23][C:21]1[CH:20]=[C:4]([CH2:5][N:6]2[CH2:11][CH2:10][N:9]([C:12]([CH:14]3[CH2:18][CH2:17][CH2:16][CH2:15]3)=[O:13])[C@@H:8]([CH3:19])[CH2:7]2)[C:3]([CH3:24])=[C:2]([NH:1][C:37](=[O:38])[C:36]2[CH:40]=[CH:41][C:33]([CH3:32])=[N:34][CH:35]=2)[CH:22]=1, predict the reactants needed to synthesize it.